Dataset: Reaction yield outcomes from USPTO patents with 853,638 reactions. Task: Predict the reaction yield, written as a fraction of the theoretical maximum amount of product (1.0 means a 100% yield; for example, 0.34 means a 34% yield). The reactants are [Br:1][C:2]1[CH:3]=[CH:4][C:5]([F:16])=[C:6]([C:8]23[CH2:15][O:14][CH2:13][CH:12]2[CH2:11][O:10][NH:9]3)[CH:7]=1. The catalyst is C(O)(=O)C.[Zn]. The product is [NH2:9][C:8]1([C:6]2[CH:7]=[C:2]([Br:1])[CH:3]=[CH:4][C:5]=2[F:16])[CH2:15][O:14][CH2:13][CH:12]1[CH2:11][OH:10]. The yield is 0.860.